Predict which catalyst facilitates the given reaction. From a dataset of Catalyst prediction with 721,799 reactions and 888 catalyst types from USPTO. (1) Reactant: [CH:1](NC(C)C)(C)C.[Li]CCCC.[CH3:13][O:14][C:15](=[O:38])[CH2:16][C:17]1[C:25]2[C:20](=[N:21][CH:22]=[CH:23][CH:24]=2)[N:19]([S:26]([C:29]2[CH:34]=[CH:33][C:32]([Cl:35])=[C:31]([Cl:36])[CH:30]=2)(=[O:28])=[O:27])[C:18]=1[CH3:37].CI. Product: [CH3:13][O:14][C:15](=[O:38])[CH:16]([C:17]1[C:25]2[C:20](=[N:21][CH:22]=[CH:23][CH:24]=2)[N:19]([S:26]([C:29]2[CH:34]=[CH:33][C:32]([Cl:35])=[C:31]([Cl:36])[CH:30]=2)(=[O:27])=[O:28])[C:18]=1[CH3:37])[CH3:1]. The catalyst class is: 1. (2) Reactant: [F:1][C:2]1[CH:7]=[CH:6][CH:5]=[C:4]([F:8])[C:3]=1[N:9]1[C:14]2[N:15]=[C:16](S(C)=O)[N:17]=[C:18]([C:19]3[CH:20]=[C:21]([CH:28]=[CH:29][C:30]=3[CH3:31])[C:22]([NH:24][CH:25]([CH3:27])[CH3:26])=[O:23])[C:13]=2[CH2:12][NH:11][C:10]1=[O:35].[CH2:36]([N:38]([CH2:43][CH3:44])[CH2:39][CH2:40][CH2:41][NH2:42])[CH3:37]. Product: [CH2:36]([N:38]([CH2:43][CH3:44])[CH2:39][CH2:40][CH2:41][NH:42][C:16]1[N:17]=[C:18]([C:19]2[CH:20]=[C:21]([CH:28]=[CH:29][C:30]=2[CH3:31])[C:22]([NH:24][CH:25]([CH3:27])[CH3:26])=[O:23])[C:13]2[CH2:12][NH:11][C:10](=[O:35])[N:9]([C:3]3[C:2]([F:1])=[CH:7][CH:6]=[CH:5][C:4]=3[F:8])[C:14]=2[N:15]=1)[CH3:37]. The catalyst class is: 1. (3) Reactant: Br[C:2]1[CH:7]=[CH:6][C:5]([CH:8]2[CH2:12][CH2:11][CH2:10][N:9]2[CH3:13])=[CH:4][CH:3]=1.[Li]CCCC.CN([CH:22]=[O:23])C. Product: [CH3:13][N:9]1[CH2:10][CH2:11][CH2:12][CH:8]1[C:5]1[CH:6]=[CH:7][C:2]([CH:22]=[O:23])=[CH:3][CH:4]=1. The catalyst class is: 1. (4) Reactant: [Br:1][C:2]([CH2:4][O:5][CH2:6][CH2:7][CH2:8][CH2:9][CH2:10][CH3:11])=[CH2:3].[OH-].[K+].[CH:14]([Br:17])(Br)[Br:15]. Product: [Br:15][C:14]1([Br:17])[CH2:3][C:2]1([Br:1])[CH2:4][O:5][CH2:6][CH2:7][CH2:8][CH2:9][CH2:10][CH3:11]. The catalyst class is: 2.